This data is from Forward reaction prediction with 1.9M reactions from USPTO patents (1976-2016). The task is: Predict the product of the given reaction. (1) Given the reactants [Cl:1][C:2]1[CH:3]=[C:4]([NH:9][C:10]2[C:19]3[C:14](=[CH:15][N:16]=[C:17]([NH:20]CC4C=CC(OC)=CC=4)[CH:18]=3)[N:13]=[CH:12][C:11]=2[C:30]#[N:31])[CH:5]=[CH:6][C:7]=1[F:8].FC(F)(F)C(O)=O, predict the reaction product. The product is: [NH2:20][C:17]1[CH:18]=[C:19]2[C:14](=[CH:15][N:16]=1)[N:13]=[CH:12][C:11]([C:30]#[N:31])=[C:10]2[NH:9][C:4]1[CH:5]=[CH:6][C:7]([F:8])=[C:2]([Cl:1])[CH:3]=1. (2) Given the reactants [F:1][C:2]1[C:14]([F:15])=[C:13]([F:16])[CH:12]=[CH:11][C:3]=1[NH:4][CH:5]([CH3:10])[C:6]([O:8]C)=[O:7], predict the reaction product. The product is: [F:1][C:2]1[C:14]([F:15])=[C:13]([F:16])[CH:12]=[CH:11][C:3]=1[NH:4][C@@H:5]([CH3:10])[C:6]([OH:8])=[O:7]. (3) Given the reactants [Si:1](Cl)([C:4]([CH3:7])([CH3:6])[CH3:5])([CH3:3])[CH3:2].[Cl:9][C:10]1[N:17]=[C:16]([NH:18][CH2:19][CH2:20][CH2:21][OH:22])[C:15]([F:23])=[CH:14][C:11]=1[C:12]#[N:13].ClC1N=C(Cl)C(F)=CC=1C#N.CCN(CC)CC, predict the reaction product. The product is: [Si:1]([O:22][CH2:21][CH2:20][CH2:19][NH:18][C:16]1[C:15]([F:23])=[CH:14][C:11]([C:12]#[N:13])=[C:10]([Cl:9])[N:17]=1)([C:4]([CH3:7])([CH3:6])[CH3:5])([CH3:3])[CH3:2]. (4) The product is: [CH2:1]([N:8]([C:9]1([C:12]2[CH:13]=[CH:14][C:15]([Br:18])=[CH:16][CH:17]=2)[CH2:11][CH2:10]1)[CH3:19])[C:2]1[CH:3]=[CH:4][CH:5]=[CH:6][CH:7]=1. Given the reactants [CH2:1]([NH:8][C:9]1([C:12]2[CH:17]=[CH:16][C:15]([Br:18])=[CH:14][CH:13]=2)[CH2:11][CH2:10]1)[C:2]1[CH:7]=[CH:6][CH:5]=[CH:4][CH:3]=1.[C:19]([O-])([O-])=O.[K+].[K+].IC, predict the reaction product. (5) Given the reactants [H-].C([Al+]CC(C)C)C(C)C.C([O:13][C:14](=O)/[CH:15]=[CH:16]/[C:17]#[C:18][C:19]1[CH:24]=[C:23]([Cl:25])[CH:22]=[C:21]([Cl:26])[CH:20]=1)C, predict the reaction product. The product is: [Cl:25][C:23]1[CH:24]=[C:19]([C:18]#[C:17]/[CH:16]=[CH:15]/[CH2:14][OH:13])[CH:20]=[C:21]([Cl:26])[CH:22]=1. (6) Given the reactants [NH2:1][C:2]1[CH:7]=[CH:6][CH:5]=[CH:4][CH:3]=1.[Li+].C[Si]([N-][Si](C)(C)C)(C)C.CS[CH:20]1[CH:29]([C:30]([O:32][CH2:33][CH3:34])=[O:31])[C:28](=[O:35])[C:27]2[C:22](=[CH:23][N:24]=[CH:25][CH:26]=2)[N:21]1[C:36]1[CH:41]=[CH:40][CH:39]=[CH:38][CH:37]=1, predict the reaction product. The product is: [NH:1]([C:20]1[N:21]([C:36]2[CH:41]=[CH:40][CH:39]=[CH:38][CH:37]=2)[C:22]2[C:27]([C:28](=[O:35])[C:29]=1[C:30]([O:32][CH2:33][CH3:34])=[O:31])=[CH:26][CH:25]=[N:24][CH:23]=2)[C:2]1[CH:7]=[CH:6][CH:5]=[CH:4][CH:3]=1.